This data is from Catalyst prediction with 721,799 reactions and 888 catalyst types from USPTO. The task is: Predict which catalyst facilitates the given reaction. Reactant: [C:1]([C:3]1[C:4]([C:19]2[CH:24]=[CH:23][C:22]([Cl:25])=[CH:21][C:20]=2[Cl:26])=[C:5]([C:16]([OH:18])=O)[S:6][C:7]=1[N:8]1[CH2:13][CH2:12][O:11][CH:10]([CH2:14][F:15])[CH2:9]1)#[N:2].[OH-].[NH4+].CC[N:31]=C=NCCCN(C)C. Product: [C:1]([C:3]1[C:4]([C:19]2[CH:24]=[CH:23][C:22]([Cl:25])=[CH:21][C:20]=2[Cl:26])=[C:5]([C:16]([NH2:31])=[O:18])[S:6][C:7]=1[N:8]1[CH2:13][CH2:12][O:11][CH:10]([CH2:14][F:15])[CH2:9]1)#[N:2]. The catalyst class is: 2.